From a dataset of Reaction yield outcomes from USPTO patents with 853,638 reactions. Predict the reaction yield, written as a fraction of the theoretical maximum amount of product (1.0 means a 100% yield; for example, 0.34 means a 34% yield). (1) The reactants are C(=O)([O-])[O-].[Ca+2].[CH3:6][C:7]1[CH:8]=[C:9]([CH:11]=[C:12]([CH3:21])[C:13]=1[S:14]([CH2:17][N+:18]([O-:20])=[O:19])(=[O:16])=[O:15])[NH2:10].[F:22][C:23]1[CH:28]=[CH:27][C:26]([S:29](Cl)(=[O:31])=[O:30])=[CH:25][CH:24]=1.O. The catalyst is O1CCCC1. The product is [CH3:21][C:12]1[CH:11]=[C:9]([NH:10][S:29]([C:26]2[CH:27]=[CH:28][C:23]([F:22])=[CH:24][CH:25]=2)(=[O:31])=[O:30])[CH:8]=[C:7]([CH3:6])[C:13]=1[S:14]([CH2:17][N+:18]([O-:20])=[O:19])(=[O:15])=[O:16]. The yield is 0.360. (2) The reactants are BrC1SC2C(=NC=CC=2OC2C=CC([N+]([O-])=O)=CC=2)C=1.F[C:22]1[CH:44]=[C:43]([N+:45]([O-:47])=[O:46])[CH:42]=[CH:41][C:23]=1[O:24][C:25]1[CH:30]=[CH:29][N:28]=[C:27]2[CH:31]=[C:32]([C:34]3[CH:39]=[CH:38][C:37]([OH:40])=[CH:36][CH:35]=3)[S:33][C:26]=12. No catalyst specified. The product is [N+:45]([C:43]1[CH:42]=[CH:41][C:23]([O:24][C:25]2[CH:30]=[CH:29][N:28]=[C:27]3[CH:31]=[C:32]([C:34]4[CH:39]=[CH:38][C:37]([OH:40])=[CH:36][CH:35]=4)[S:33][C:26]=23)=[CH:22][CH:44]=1)([O-:47])=[O:46]. The yield is 0.810. (3) The reactants are [CH:1]([C:4]1[N:8]2[N:9]=[C:10]([CH:13]=C)[CH:11]=[CH:12][C:7]2=[N:6][N:5]=1)([CH3:3])[CH3:2].I([O-])(=O)(=O)=[O:16].[Na+]. The catalyst is O1CCOCC1.O.[Os](=O)(=O)(=O)=O. The product is [CH:1]([C:4]1[N:8]2[N:9]=[C:10]([CH:13]=[O:16])[CH:11]=[CH:12][C:7]2=[N:6][N:5]=1)([CH3:3])[CH3:2]. The yield is 0.694. (4) The reactants are [Br:1][C:2]1[CH:3]=[C:4]2[C:10](I)=[N:9][N:8]([CH2:12][O:13][CH2:14][CH2:15][O:16][CH3:17])[C:5]2=[N:6][CH:7]=1.[CH3:18][O:19][C:20]1[CH:25]=[CH:24][CH:23]=[CH:22][C:21]=1B(O)O.C(=O)([O-])[O-].[Na+].[Na+].C(OCC)(=O)C. The catalyst is C(#N)C.[Cl-].[Na+].O. The product is [Br:1][C:2]1[CH:3]=[C:4]2[C:10]([C:21]3[CH:22]=[CH:23][CH:24]=[CH:25][C:20]=3[O:19][CH3:18])=[N:9][N:8]([CH2:12][O:13][CH2:14][CH2:15][O:16][CH3:17])[C:5]2=[N:6][CH:7]=1. The yield is 0.460. (5) The reactants are [H-].[H-].[H-].[H-].[Li+].[Al+3].[F:7][C:8]1[CH:16]=[C:15]2[C:11]([C:12]([C:26]3[CH:27]=[N:28][N:29]([CH2:31][CH2:32][NH:33][C:34](=O)OC(C)(C)C)[CH:30]=3)=[CH:13][N:14]2S(C2C=CC=CC=2)(=O)=O)=[CH:10][CH:9]=1.O.[OH-].[Na+]. The catalyst is C1COCC1. The product is [F:7][C:8]1[CH:16]=[C:15]2[C:11]([C:12]([C:26]3[CH:27]=[N:28][N:29]([CH2:31][CH2:32][NH:33][CH3:34])[CH:30]=3)=[CH:13][NH:14]2)=[CH:10][CH:9]=1. The yield is 0.620. (6) The reactants are [N+:1]([C:4]1[CH:5]=[N:6][CH:7]=[CH:8][C:9]=1[C:10]1[CH2:15][CH2:14][CH2:13][CH:12](O)[CH:11]=1)([O-:3])=[O:2].[C:17]1(=[O:27])[NH:21][C:20](=[O:22])[C:19]2=[CH:23][CH:24]=[CH:25][CH:26]=[C:18]12.C1(P(C2C=CC=CC=2)C2C=CC=CC=2)C=CC=CC=1.N(C(OC(C)(C)C)=O)=NC(OC(C)(C)C)=O. The catalyst is C1COCC1.C(Cl)Cl. The product is [N+:1]([C:4]1[CH:5]=[N:6][CH:7]=[CH:8][C:9]=1[C:10]1[CH2:15][CH2:14][CH2:13][CH:12]([N:21]2[C:17](=[O:27])[C:18]3[C:19](=[CH:23][CH:24]=[CH:25][CH:26]=3)[C:20]2=[O:22])[CH:11]=1)([O-:3])=[O:2]. The yield is 0.980.